This data is from Catalyst prediction with 721,799 reactions and 888 catalyst types from USPTO. The task is: Predict which catalyst facilitates the given reaction. (1) Product: [CH3:47][S:48]([O:37][CH2:36][C@@H:17]1[C@@H:16]([C@@:12]2([CH3:15])[CH2:13][CH2:14][C@H:9]([O:8][Si:1]([C:4]([CH3:5])([CH3:6])[CH3:7])([CH3:2])[CH3:3])[CH2:10][C@@H:11]2[CH2:38][O:39][Si:40]([C:43]([CH3:44])([CH3:46])[CH3:45])([CH3:41])[CH3:42])[CH2:33][CH2:32][C@@:31]2([CH3:34])[C@H:18]1[CH2:19][C@H:20]1[C@@H:30]2[C@H:29]([CH3:35])[C@@:22]2([CH2:27][CH2:26][C@@H:25]([CH3:28])[CH2:24][O:23]2)[O:21]1)(=[O:50])=[O:49]. Reactant: [Si:1]([O:8][C@H:9]1[CH2:14][CH2:13][C@@:12]([C@H:16]2[CH2:33][CH2:32][C@@:31]3([CH3:34])[C@@H:18]([CH2:19][C@H:20]4[C@@H:30]3[C@H:29]([CH3:35])[C@@:22]3([CH2:27][CH2:26][C@@H:25]([CH3:28])[CH2:24][O:23]3)[O:21]4)[C@@H:17]2[CH2:36][OH:37])([CH3:15])[C@@H:11]([CH2:38][O:39][Si:40]([C:43]([CH3:46])([CH3:45])[CH3:44])([CH3:42])[CH3:41])[CH2:10]1)([C:4]([CH3:7])([CH3:6])[CH3:5])([CH3:3])[CH3:2].[CH3:47][S:48](Cl)(=[O:50])=[O:49]. The catalyst class is: 298. (2) Reactant: Cl.[NH2:2][C@H:3]([CH2:22][C:23]1[CH:28]=[CH:27][C:26]([O:29][CH3:30])=[CH:25][CH:24]=1)[C:4]([N:6]1[CH2:9][C:8]([O:17][CH2:18][CH2:19][CH2:20][CH3:21])([C:10]2[CH:15]=[CH:14][CH:13]=[CH:12][C:11]=2[CH3:16])[CH2:7]1)=[O:5].[NH:31]1[CH:35]=[C:34]([CH2:36][CH2:37][C:38](O)=[O:39])[N:33]=[N:32]1.CN(C(ON1N=NC2C=CC=CC1=2)=[N+](C)C)C.[B-](F)(F)(F)F.C(N(CC)CC)C. Product: [CH2:18]([O:17][C:8]1([C:10]2[CH:15]=[CH:14][CH:13]=[CH:12][C:11]=2[CH3:16])[CH2:7][N:6]([C:4](=[O:5])[C@H:3]([NH:2][C:38](=[O:39])[CH2:37][CH2:36][C:34]2[N:33]=[N:32][NH:31][CH:35]=2)[CH2:22][C:23]2[CH:24]=[CH:25][C:26]([O:29][CH3:30])=[CH:27][CH:28]=2)[CH2:9]1)[CH2:19][CH2:20][CH3:21]. The catalyst class is: 35. (3) The catalyst class is: 214. Product: [F:35][C:32]([F:33])([F:34])[C:30]1[CH:31]=[C:26]([CH:27]=[C:28]([C:36]([F:37])([F:38])[F:39])[CH:29]=1)[CH2:25][C:23]1[C:22]([N:40]2[CH2:41][CH2:42][O:43][CH2:44][CH2:45]2)=[CH:21][N:20]=[C:19]([NH:18][C@@H:9]2[C:10]3[C:15](=[CH:14][CH:13]=[C:12]([O:16][CH3:17])[N:11]=3)[NH:6][C@H:7]([CH2:46][CH3:47])[CH2:8]2)[N:24]=1. Reactant: C(OC([N:6]1[C:15]2[C:10](=[N:11][C:12]([O:16][CH3:17])=[CH:13][CH:14]=2)[C@@H:9]([NH:18][C:19]2[N:24]=[C:23]([CH2:25][C:26]3[CH:31]=[C:30]([C:32]([F:35])([F:34])[F:33])[CH:29]=[C:28]([C:36]([F:39])([F:38])[F:37])[CH:27]=3)[C:22]([N:40]3[CH2:45][CH2:44][O:43][CH2:42][CH2:41]3)=[CH:21][N:20]=2)[CH2:8][C@H:7]1[CH2:46][CH3:47])=O)C.[OH-].[Na+]. (4) The catalyst class is: 4. Reactant: [N:1]1[C:2]([CH2:10][N:11]([CH:24]2[C:33]3[N:32]=[CH:31][CH:30]=[CH:29][C:28]=3[CH2:27][CH2:26][CH2:25]2)[CH2:12][CH2:13][CH2:14][CH2:15][NH:16]C(=O)OC(C)(C)C)=[CH:3][N:4]2[CH:9]=[CH:8][CH:7]=[CH:6][C:5]=12.[Cl:34]N1C(=O)CCC1=O.FC(F)(F)C(O)=O. Product: [Cl:34][C:3]1[N:4]2[CH:9]=[CH:8][CH:7]=[CH:6][C:5]2=[N:1][C:2]=1[CH2:10][N:11]([CH:24]1[C:33]2[N:32]=[CH:31][CH:30]=[CH:29][C:28]=2[CH2:27][CH2:26][CH2:25]1)[CH2:12][CH2:13][CH2:14][CH2:15][NH2:16]. (5) Reactant: C(O[C:6]([N:8](C)[C:9]([CH3:59])([C:11]([NH:13][C@H:14]([C:18]([N:20]([C@@H:22]([C@@H:55]([CH3:58])[CH2:56][CH3:57])[C@H:23]([O:53][CH3:54])[CH2:24][C:25]([N:27]1[CH2:31][CH2:30][CH2:29][C@H:28]1[C@H:32]([O:51][CH3:52])[C@@H:33]([CH3:50])[C:34](=[O:49])[NH:35][C@H:36]([C:44]1[S:45][CH:46]=[CH:47][N:48]=1)[CH2:37][C:38]1[CH:43]=[CH:42][CH:41]=[CH:40][CH:39]=1)=[O:26])[CH3:21])=[O:19])[CH:15]([CH3:17])[CH3:16])=[O:12])[CH3:10])=O)(C)(C)C.FC(F)(F)C(O)=O. Product: [CH3:6][NH:8][C:9]([CH3:59])([C:11]([NH:13][C@H:14]([C:18]([N:20]([C@@H:22]([C@@H:55]([CH3:58])[CH2:56][CH3:57])[C@H:23]([O:53][CH3:54])[CH2:24][C:25]([N:27]1[CH2:31][CH2:30][CH2:29][C@H:28]1[C@H:32]([O:51][CH3:52])[C@@H:33]([CH3:50])[C:34](=[O:49])[NH:35][C@H:36]([C:44]1[S:45][CH:46]=[CH:47][N:48]=1)[CH2:37][C:38]1[CH:39]=[CH:40][CH:41]=[CH:42][CH:43]=1)=[O:26])[CH3:21])=[O:19])[CH:15]([CH3:17])[CH3:16])=[O:12])[CH3:10]. The catalyst class is: 4.